From a dataset of Forward reaction prediction with 1.9M reactions from USPTO patents (1976-2016). Predict the product of the given reaction. The product is: [C:21]([O:20][C:18]([N:25]1[CH2:28][CH:27]([O:10][C:8]2[CH:9]=[C:2]([F:1])[C:3]([CH:4]=[O:5])=[C:6]([F:11])[CH:7]=2)[CH2:26]1)=[O:19])([CH3:24])([CH3:22])[CH3:23]. Given the reactants [F:1][C:2]1[CH:9]=[C:8]([OH:10])[CH:7]=[C:6]([F:11])[C:3]=1[CH:4]=[O:5].C(=O)([O-])[O-].[Cs+].[Cs+].[C:18]([N:25]1[CH2:28][CH:27](I)[CH2:26]1)([O:20][C:21]([CH3:24])([CH3:23])[CH3:22])=[O:19], predict the reaction product.